Dataset: Experimentally validated miRNA-target interactions with 360,000+ pairs, plus equal number of negative samples. Task: Binary Classification. Given a miRNA mature sequence and a target amino acid sequence, predict their likelihood of interaction. (1) The miRNA is hsa-miR-3925-3p with sequence ACUCCAGUUUUAGUUCUCUUG. The protein sequence of the target gene is MMRTTEDFHKPSATLNSNTATKGRYIYLEAFLEGGAPWGFTLKGGLEHGEPLIISKVEEGGKADTLSSKLQAGDEVVHINEVTLSSSRKEAVSLVKGSYKTLRLVVRRDVCTDPGHADTGASNFVSPEHLTSGPQHRKAAWSGGVKLRLKHRRSEPAGRPHSWHTTKSGEKQPDASMMQISQGMIGPPWHQSYHSSSSTSDLSNYDHAYLRRSPDQCSSQGSMESLEPSGAYPPCHLSPAKSTGSIDQLSHFHNKRDSAYSSFSTSSSILEYPHPGISGRERSGSMDNTSARGGLLEGMR.... Result: 1 (interaction). (2) The miRNA is hsa-miR-6858-3p with sequence CAGCCAGCCCCUGCUCACCCCU. Result: 0 (no interaction). The protein sequence of the target gene is MEPEAFEICPYDPHHRIPLSRFQYHLASCRRKNPKKAKKMATCKYNACHVVPIKNLEEHEAVCVNRSAVEEEDTENPLKVSPPSSEQNDDTQQVSPCLPSPDIWNVDGANCQHVFVLKTFFPQKVVCENDTKESARETSPQKILRPGQ.